Dataset: Peptide-MHC class I binding affinity with 185,985 pairs from IEDB/IMGT. Task: Regression. Given a peptide amino acid sequence and an MHC pseudo amino acid sequence, predict their binding affinity value. This is MHC class I binding data. (1) The peptide sequence is NADTGHSIY. The MHC is HLA-B46:01 with pseudo-sequence HLA-B46:01. The binding affinity (normalized) is 0.0847. (2) The peptide sequence is DIDILQTNSR. The MHC is HLA-A68:01 with pseudo-sequence HLA-A68:01. The binding affinity (normalized) is 0.378. (3) The peptide sequence is YIFWIRTPR. The MHC is HLA-B07:02 with pseudo-sequence HLA-B07:02. The binding affinity (normalized) is 0.0847.